This data is from Forward reaction prediction with 1.9M reactions from USPTO patents (1976-2016). The task is: Predict the product of the given reaction. (1) Given the reactants [CH2:1]([O:6][C:7]1[CH:8]=[C:9]([CH:24]=[CH:25][CH:26]=1)[CH2:10][CH:11]1[CH:15]([C:16]2[CH:21]=[CH:20][CH:19]=[C:18]([Cl:22])[CH:17]=2)[O:14]C(=O)[NH:12]1)[C:2]([CH3:5])([CH3:4])[CH3:3].[OH-].[Na+], predict the reaction product. The product is: [NH2:12][CH:11]([CH2:10][C:9]1[CH:24]=[CH:25][CH:26]=[C:7]([O:6][CH2:1][C:2]([CH3:5])([CH3:4])[CH3:3])[CH:8]=1)[CH:15]([C:16]1[CH:21]=[CH:20][CH:19]=[C:18]([Cl:22])[CH:17]=1)[OH:14]. (2) Given the reactants [CH3:1][O:2][CH2:3][O:4][C:5]1[C:6](=[O:12])[CH:7]=[C:8]([CH3:11])[NH:9][CH:10]=1.C(=O)([O-])[O-].[K+].[K+].Br[CH2:20][CH2:21][OH:22], predict the reaction product. The product is: [CH3:1][O:2][CH2:3][O:4][C:5]1[C:6]([O:12][CH2:20][CH2:21][OH:22])=[CH:7][C:8]([CH3:11])=[N:9][CH:10]=1. (3) Given the reactants [C:1]1([C:6]2[O:7][C:8]3[C:9](=[C:11]([C:23]#[N:24])[C:12]([CH3:22])=[C:13]([C:16]4[CH:21]=[CH:20][CH:19]=[CH:18][CH:17]=4)[C:14]=3F)[N:10]=2)[CH2:5][CH2:4][CH2:3][CH:2]=1.C(N(CC)CC)C.[CH3:32][N:33]([CH3:39])[C@H:34]1[CH2:38][CH2:37][NH:36][CH2:35]1, predict the reaction product. The product is: [C:1]1([C:6]2[O:7][C:8]3[C:9](=[C:11]([C:23]#[N:24])[C:12]([CH3:22])=[C:13]([C:16]4[CH:21]=[CH:20][CH:19]=[CH:18][CH:17]=4)[C:14]=3[N:36]3[CH2:37][CH2:38][C@H:34]([N:33]([CH3:39])[CH3:32])[CH2:35]3)[N:10]=2)[CH2:5][CH2:4][CH2:3][CH:2]=1. (4) The product is: [CH2:42]1[C@@H:47]2[C@H:49]([CH2:10][N:11]3[CH2:12][CH2:13][CH:14]([NH:17][C:18]([C:20]4[NH:21][C:22]5[C:27]([CH:28]=4)=[C:26]([O:29][CH2:30][C:31]4[C:35]6[CH:36]=[C:37]([Cl:40])[CH:38]=[CH:39][C:34]=6[O:33][CH:32]=4)[CH:25]=[CH:24][CH:23]=5)=[O:19])[CH2:15][CH2:16]3)[CH2:50][CH2:51][N:46]2[CH2:45][CH2:44][O:43]1. Given the reactants OC1C(O)CCN(C(C)[CH2:10][N:11]2[CH2:16][CH2:15][CH:14]([NH:17][C:18]([C:20]3[NH:21][C:22]4[C:27]([CH:28]=3)=[C:26]([O:29][CH2:30][C:31]3[C:35]5[CH:36]=[C:37]([Cl:40])[CH:38]=[CH:39][C:34]=5[O:33][CH:32]=3)[CH:25]=[CH:24][CH:23]=4)=[O:19])[CH2:13][CH2:12]2)C1.[CH2:42]1[CH:47]2C(CO)[CH2:49][CH2:50][CH2:51][N:46]2[CH2:45][CH2:44][O:43]1, predict the reaction product. (5) Given the reactants [CH:1]1[C:10]2[C:5](=[CH:6][CH:7]=[CH:8][CH:9]=2)[CH:4]=[CH:3][C:2]=1[C:11]1[CH2:17][CH:16]2[N:18]([CH2:19][CH2:20][NH2:21])[CH:13]([CH2:14][CH2:15]2)[CH:12]=1.Br[C:23]1[CH:24]=[C:25]([O:33][CH3:34])[CH:26]=[C:27]2[C:32]=1[N:31]=[CH:30][CH:29]=[CH:28]2.C(P(C(C)(C)C)C1C=CC=CC=1C1C=CC=CC=1)(C)(C)C.C1(C)C=CC=CC=1, predict the reaction product. The product is: [CH3:34][O:33][C:25]1[CH:26]=[C:27]2[C:32](=[C:23]([NH:21][CH2:20][CH2:19][N:18]3[CH:16]4[CH2:15][CH2:14][CH:13]3[CH:12]=[C:11]([C:2]3[CH:3]=[CH:4][C:5]5[C:10](=[CH:9][CH:8]=[CH:7][CH:6]=5)[CH:1]=3)[CH2:17]4)[CH:24]=1)[N:31]=[CH:30][CH:29]=[CH:28]2.